Predict the reaction yield, written as a fraction of the theoretical maximum amount of product (1.0 means a 100% yield; for example, 0.34 means a 34% yield). From a dataset of Reaction yield outcomes from USPTO patents with 853,638 reactions. (1) The reactants are [CH3:1][C:2]1[C:7]([C:8]([OH:10])=O)=[CH:6][N:5]=[C:4]([C:11]2[CH:16]=[CH:15][CH:14]=[CH:13][N:12]=2)[N:3]=1.CN(C(SC1[N+]([O-])=CC=CC=1)=[N+](C)C)C.F[P-](F)(F)(F)(F)F.CCN(C(C)C)C(C)C.[F:48][C:49]1[CH:50]=[C:51]2[C:55](=[CH:56][CH:57]=1)[N:54]([NH2:58])[CH2:53][C:52]2([CH3:60])[CH3:59]. The catalyst is CN(C=O)C.O.CCOC(C)=O. The product is [F:48][C:49]1[CH:50]=[C:51]2[C:55](=[CH:56][CH:57]=1)[N:54]([NH:58][C:8]([C:7]1[C:2]([CH3:1])=[N:3][C:4]([C:11]3[CH:16]=[CH:15][CH:14]=[CH:13][N:12]=3)=[N:5][CH:6]=1)=[O:10])[CH2:53][C:52]2([CH3:60])[CH3:59]. The yield is 0.520. (2) The reactants are [CH:1]1([N:5]2[CH2:10][CH2:9][N:8]([C:11]([C:13]3[CH:14]=[C:15]4[C:20](=[CH:21][CH:22]=3)[CH2:19][NH:18][CH2:17][CH2:16]4)=[O:12])[CH2:7][CH2:6]2)[CH2:4][CH2:3][CH2:2]1.[C:23](Cl)(=[O:30])[C:24]1[CH:29]=[CH:28][CH:27]=[CH:26][CH:25]=1. The catalyst is C(Cl)Cl. The product is [C:23]([N:18]1[CH2:17][CH2:16][C:15]2[C:20](=[CH:21][CH:22]=[C:13]([C:11]([N:8]3[CH2:7][CH2:6][N:5]([CH:1]4[CH2:4][CH2:3][CH2:2]4)[CH2:10][CH2:9]3)=[O:12])[CH:14]=2)[CH2:19]1)(=[O:30])[C:24]1[CH:29]=[CH:28][CH:27]=[CH:26][CH:25]=1. The yield is 0.600. (3) The reactants are [Na].C(O[C:5](=[O:11])[C:6]([O:8][CH2:9]C)=[O:7])C.[CH3:12][C:13]1[CH:18]=[CH:17][C:16]([C:19](=[O:21])[CH3:20])=[CH:15][CH:14]=1. The catalyst is CO.CC(OC)(C)C. The product is [CH3:12][C:13]1[CH:18]=[CH:17][C:16]([C:19](=[O:21])[CH2:20][C:5](=[O:11])[C:6]([O:8][CH3:9])=[O:7])=[CH:15][CH:14]=1. The yield is 0.460. (4) The reactants are C[O:2][C:3]([C:5]1[CH:14]=[C:13]([OH:15])[C:12]2[C:7](=[CH:8][C:9]([O:16][CH3:17])=[CH:10][CH:11]=2)[N:6]=1)=O.O.[NH2:19][NH2:20]. The catalyst is CO. The product is [OH:15][C:13]1[C:12]2[C:7](=[CH:8][C:9]([O:16][CH3:17])=[CH:10][CH:11]=2)[N:6]=[C:5]([C:3]([NH:19][NH2:20])=[O:2])[CH:14]=1. The yield is 0.800. (5) The reactants are [CH2:1]([O:3][C:4]1[CH:17]=[C:16]2[C:7]([C:8]([C:19]3[CH:20]=[CH:21][C:22](=[O:26])[N:23]([CH3:25])[CH:24]=3)=[N:9][C@H:10]3[C@@H:15]2[CH2:14][C@H:13]([OH:18])[CH2:12][CH2:11]3)=[CH:6][C:5]=1[O:27][CH3:28])[CH3:2].[C:29]([OH:36])(=[O:35])/[CH:30]=[CH:31]/[C:32]([OH:34])=[O:33]. The catalyst is CC(C)=O.C(O)(C)C. The product is [C:29]([OH:36])(=[O:35])/[CH:30]=[CH:31]/[C:32]([OH:34])=[O:33].[CH2:1]([O:3][C:4]1[CH:17]=[C:16]2[C:7]([C:8]([C:19]3[CH:20]=[CH:21][C:22](=[O:26])[N:23]([CH3:25])[CH:24]=3)=[N:9][C@H:10]3[C@@H:15]2[CH2:14][C@H:13]([OH:18])[CH2:12][CH2:11]3)=[CH:6][C:5]=1[O:27][CH3:28])[CH3:2]. The yield is 0.510. (6) The reactants are ClCCl.B(Br)(Br)Br.[OH:8][CH:9]1[CH2:14][CH2:13][CH2:12][N:11]([C:15]2[CH:24]=[C:23]3[C:18]([CH:19]=[C:20]([C:26]4[CH:31]=[CH:30][C:29]([O:32]C)=[CH:28][C:27]=4[CH3:34])[NH:21][C:22]3=[O:25])=[CH:17][CH:16]=2)[CH2:10]1.C(=O)(O)[O-].[Na+]. The catalyst is ClCCl. The product is [OH:32][C:29]1[CH:30]=[CH:31][C:26]([C:20]2[NH:21][C:22](=[O:25])[C:23]3[C:18]([CH:19]=2)=[CH:17][CH:16]=[C:15]([N:11]2[CH2:12][CH2:13][CH2:14][CH:9]([OH:8])[CH2:10]2)[CH:24]=3)=[C:27]([CH3:34])[CH:28]=1. The yield is 0.610.